Task: Predict the product of the given reaction.. Dataset: Forward reaction prediction with 1.9M reactions from USPTO patents (1976-2016) (1) Given the reactants C[Sn](C)(C)[C:3]1[S:7][C:6]([S:8]([O:11][C:12]2[CH:17]=[CH:16][CH:15]=[CH:14][CH:13]=2)(=[O:10])=[O:9])=[CH:5][CH:4]=1.Br[C:21]1[CH:26]=[CH:25][CH:24]=[C:23]([CH3:27])[N:22]=1, predict the reaction product. The product is: [CH3:27][C:23]1[N:22]=[C:21]([C:3]2[S:7][C:6]([S:8]([O:11][C:12]3[CH:17]=[CH:16][CH:15]=[CH:14][CH:13]=3)(=[O:10])=[O:9])=[CH:5][CH:4]=2)[CH:26]=[CH:25][CH:24]=1. (2) Given the reactants [Cl:1][C:2]1[CH:7]=[CH:6][C:5]([CH:8]([NH:30][C:31]2[CH:32]=[C:33]([CH3:41])[C:34]3[O:38][N:37]=[C:36]([CH3:39])[C:35]=3[CH:40]=2)[C:9]2[C:10]([C:27]([OH:29])=O)=[N:11][N:12]([C:17]3[C:18]([O:25][CH3:26])=[N:19][C:20]([O:23][CH3:24])=[N:21][CH:22]=3)[C:13]=2[CH:14]([CH3:16])[CH3:15])=[CH:4][CH:3]=1, predict the reaction product. The product is: [Cl:1][C:2]1[CH:7]=[CH:6][C:5]([CH:8]2[C:9]3[C:10](=[N:11][N:12]([C:17]4[C:18]([O:25][CH3:26])=[N:19][C:20]([O:23][CH3:24])=[N:21][CH:22]=4)[C:13]=3[CH:14]([CH3:16])[CH3:15])[C:27](=[O:29])[N:30]2[C:31]2[CH:32]=[C:33]([CH3:41])[C:34]3[O:38][N:37]=[C:36]([CH3:39])[C:35]=3[CH:40]=2)=[CH:4][CH:3]=1.